Dataset: Reaction yield outcomes from USPTO patents with 853,638 reactions. Task: Predict the reaction yield, written as a fraction of the theoretical maximum amount of product (1.0 means a 100% yield; for example, 0.34 means a 34% yield). (1) The reactants are [NH:1]1[CH:8]=[CH:7][C:5]([NH2:6])=[N:4][C:2]1=[O:3].N1C=CC=C[CH:10]=1.ClCCl.[C:18]([C:22]1[CH:30]=[CH:29][CH:28]=[CH:27][C:23]=1C(Cl)=O)([CH3:21])([CH3:20])[CH3:19].[OH2:31]. The catalyst is C(Cl)(Cl)Cl. The product is [CH3:21][C:18]([C:22]1[CH:23]=[CH:27][C:28]([C:10]([NH:6][C:5]2[CH:7]=[CH:8][NH:1][C:2](=[O:3])[N:4]=2)=[O:31])=[CH:29][CH:30]=1)([CH3:19])[CH3:20]. The yield is 0.920. (2) The product is [CH2:1]([O:3][C:4](=[O:19])[C:5]1[C:10]([O:11][C:12]2[CH:17]=[CH:16][CH:15]=[CH:14][CH:13]=2)=[CH:9][C:8]([N:20]2[CH2:25][CH2:24][O:23][CH2:22][CH2:21]2)=[N:7][CH:6]=1)[CH3:2]. The yield is 0.430. The reactants are [CH2:1]([O:3][C:4](=[O:19])[C:5]1[C:10]([O:11][C:12]2[CH:17]=[CH:16][CH:15]=[CH:14][CH:13]=2)=[CH:9][C:8](Cl)=[N:7][CH:6]=1)[CH3:2].[NH:20]1[CH2:25][CH2:24][O:23][CH2:22][CH2:21]1.C(N(CC)CC)C. The catalyst is O1CCCC1.